This data is from Full USPTO retrosynthesis dataset with 1.9M reactions from patents (1976-2016). The task is: Predict the reactants needed to synthesize the given product. (1) Given the product [CH3:23][C:18]1([CH3:24])[C:19]([CH3:22])([CH3:21])[O:20][B:16]([C:2]2[CH:10]=[C:9]([NH:11][S:12]([CH3:15])(=[O:14])=[O:13])[CH:8]=[C:7]3[C:3]=2[CH:4]=[N:5][NH:6]3)[O:17]1, predict the reactants needed to synthesize it. The reactants are: Br[C:2]1[CH:10]=[C:9]([NH:11][S:12]([CH3:15])(=[O:14])=[O:13])[CH:8]=[C:7]2[C:3]=1[CH:4]=[N:5][NH:6]2.[B:16]1([B:16]2[O:20][C:19]([CH3:22])([CH3:21])[C:18]([CH3:24])([CH3:23])[O:17]2)[O:20][C:19]([CH3:22])([CH3:21])[C:18]([CH3:24])([CH3:23])[O:17]1.C([O-])(=O)C.[K+]. (2) Given the product [C:9]([Si:13]([C:20]1[CH:25]=[CH:24][CH:23]=[CH:22][CH:21]=1)([C:14]1[CH:15]=[CH:16][CH:17]=[CH:18][CH:19]=1)[O:7][CH2:6][CH:5]=[CH:4][CH2:3][OH:8])([CH3:12])([CH3:10])[CH3:11], predict the reactants needed to synthesize it. The reactants are: [H-].[Na+].[CH2:3]([OH:8])[CH:4]=[CH:5][CH2:6][OH:7].[C:9]([Si:13](Cl)([C:20]1[CH:25]=[CH:24][CH:23]=[CH:22][CH:21]=1)[C:14]1[CH:19]=[CH:18][CH:17]=[CH:16][CH:15]=1)([CH3:12])([CH3:11])[CH3:10]. (3) Given the product [CH2:20]([O:22][CH:23]([O:26][CH2:27][CH3:28])[CH2:24][O:1][C:2]1[C:9]([O:10][CH3:11])=[CH:8][C:7]([O:12][CH3:13])=[CH:6][C:3]=1[CH:4]=[O:5])[CH3:21], predict the reactants needed to synthesize it. The reactants are: [OH:1][C:2]1[C:9]([O:10][CH3:11])=[CH:8][C:7]([O:12][CH3:13])=[CH:6][C:3]=1[CH:4]=[O:5].C([O-])([O-])=O.[K+].[K+].[CH2:20]([O:22][CH:23]([O:26][CH2:27][CH3:28])[CH2:24]Br)[CH3:21]. (4) Given the product [C:1]([C:3]1[CH:4]=[C:5]2[C:9](=[CH:10][CH:11]=1)[NH:8][C:7](=[O:12])[C:6]2=[C:13]([C:16]1[NH:17][CH:18]=[CH:19][CH:20]=1)[CH3:14])#[N:2], predict the reactants needed to synthesize it. The reactants are: [C:1]([C:3]1[CH:4]=[C:5]2[C:9](=[CH:10][CH:11]=1)[NH:8][C:7](=[O:12])[CH2:6]2)#[N:2].[C:13]([C:16]1[NH:17][CH:18]=[CH:19][CH:20]=1)(=O)[CH3:14].N1CCCCC1. (5) Given the product [CH3:8][C:9]1[CH:14]=[CH:13][C:12]([N+:15]([O-:17])=[O:16])=[CH:11][C:10]=1[NH:18][C:19]1[N:24]=[C:23]([C:25]2[CH:26]=[N:27][CH:28]=[CH:29][CH:30]=2)[CH:22]=[CH:21][N:20]=1, predict the reactants needed to synthesize it. The reactants are: CN1CCCC1=O.[CH3:8][C:9]1[CH:14]=[CH:13][C:12]([N+:15]([O-:17])=[O:16])=[CH:11][C:10]=1[NH:18][C:19]1[N:24]=[C:23]([C:25]2[CH:26]=[N:27][CH:28]=[CH:29][CH:30]=2)[C:22](C(O)=O)=[CH:21][N:20]=1.N. (6) Given the product [NH2:1][C:2](=[O:16])[C@@H:3]([NH:5][C:6]1[N:11]=[C:10]([C:25]2[CH:26]=[CH:27][C:28]([O:31][C:32]3[CH:37]=[CH:36][C:35]([C:38]([F:39])([F:40])[F:41])=[CH:34][CH:33]=3)=[CH:29][CH:30]=2)[N:9]=[C:8]([C:13]([NH2:15])=[O:14])[CH:7]=1)[CH3:4], predict the reactants needed to synthesize it. The reactants are: [NH2:1][C:2](=[O:16])[C@@H:3]([NH:5][C:6]1[N:11]=[C:10](Cl)[N:9]=[C:8]([C:13]([NH2:15])=[O:14])[CH:7]=1)[CH3:4].CC1(C)C(C)(C)OB([C:25]2[CH:30]=[CH:29][C:28]([O:31][C:32]3[CH:37]=[CH:36][C:35]([C:38]([F:41])([F:40])[F:39])=[CH:34][CH:33]=3)=[CH:27][CH:26]=2)O1.C([O-])([O-])=O.[Na+].[Na+]. (7) Given the product [F:8][C:6]1[CH:5]=[CH:4][C:3]([NH:9][C:10]2[C:11]([CH3:20])=[C:12]([CH:17]=[CH:18][CH:19]=2)[C:13]([O:15][CH3:16])=[O:14])=[C:2]([NH:1][C:26]([C@H:22]2[CH2:23][CH2:24][CH2:25][O:21]2)=[O:27])[CH:7]=1, predict the reactants needed to synthesize it. The reactants are: [NH2:1][C:2]1[CH:7]=[C:6]([F:8])[CH:5]=[CH:4][C:3]=1[NH:9][C:10]1[C:11]([CH3:20])=[C:12]([CH:17]=[CH:18][CH:19]=1)[C:13]([O:15][CH3:16])=[O:14].[O:21]1[CH2:25][CH2:24][CH2:23][C@@H:22]1[C:26](O)=[O:27].Cl.C(N=C=NCCCN(C)C)C.O.ON1C2C=CC=CC=2N=N1. (8) Given the product [CH3:27][O:28][C:29]1[CH:34]=[CH:33][C:32]([CH2:35][C:36]([NH:25][C:23]2[CH:22]=[CH:21][C:20]([CH3:26])=[C:19]([CH2:18][CH2:17][N:14]3[CH2:13][CH2:12][CH:11]([C:7]4[C:6]5[C:10](=[C:2]([Cl:1])[CH:3]=[CH:4][CH:5]=5)[NH:9][CH:8]=4)[CH2:16][CH2:15]3)[CH:24]=2)=[O:37])=[CH:31][CH:30]=1, predict the reactants needed to synthesize it. The reactants are: [Cl:1][C:2]1[CH:3]=[CH:4][CH:5]=[C:6]2[C:10]=1[NH:9][CH:8]=[C:7]2[CH:11]1[CH2:16][CH2:15][N:14]([CH2:17][CH2:18][C:19]2[CH:24]=[C:23]([NH2:25])[CH:22]=[CH:21][C:20]=2[CH3:26])[CH2:13][CH2:12]1.[CH3:27][O:28][C:29]1[CH:34]=[CH:33][C:32]([CH2:35][C:36](Cl)=[O:37])=[CH:31][CH:30]=1. (9) Given the product [Cl:21][C:18]1[CH:19]=[CH:20][C:15]([Br:14])=[C:16]([F:22])[C:17]=1[C:23]([OH:25])=[O:24], predict the reactants needed to synthesize it. The reactants are: [Li].[Li]CCCC.C(NC(C)C)(C)C.[Br:14][C:15]1[CH:20]=[CH:19][C:18]([Cl:21])=[CH:17][C:16]=1[F:22].[C:23](=[O:25])=[O:24]. (10) Given the product [Cl:22][C:23]1[CH:24]=[C:25]([CH:26]=[CH:27][C:28]=1[Cl:29])[CH2:30][NH:31][CH2:16][CH2:15][N:14]1[C:13]2[C:8]([C:9](=[O:19])[NH:10][C:11](=[O:18])[N:12]=2)=[N:7][C:6]2[CH:20]=[C:2]([CH3:1])[C:3]([CH3:21])=[CH:4][C:5]1=2, predict the reactants needed to synthesize it. The reactants are: [CH3:1][C:2]1[C:3]([CH3:21])=[CH:4][C:5]2[N:14]([CH2:15][CH:16]=O)[C:13]3[C:8]([C:9](=[O:19])[NH:10][C:11](=[O:18])[N:12]=3)=[N:7][C:6]=2[CH:20]=1.[Cl:22][C:23]1[CH:24]=[C:25]([CH2:30][NH2:31])[CH:26]=[CH:27][C:28]=1[Cl:29].CC(O)=O.C([BH3-])#N.[Na+].